This data is from Reaction yield outcomes from USPTO patents with 853,638 reactions. The task is: Predict the reaction yield, written as a fraction of the theoretical maximum amount of product (1.0 means a 100% yield; for example, 0.34 means a 34% yield). The reactants are C(OC1C=CC2SC([NH:12][C:13]([C:15]3[O:16][C:17]4[C:22]([C:23](=[O:25])[CH:24]=3)=[CH:21][CH:20]=[CH:19][C:18]=4[N:26]3[CH2:31][CH2:30][N:29]([CH3:32])[CH2:28][CH2:27]3)=[O:14])=NC=2C=1)C.[O:34]1[CH2:39][CH2:38][N:37]([C:40]2[CH:46]=[CH:45][C:43](N)=[CH:42][CH:41]=2)[CH2:36][CH2:35]1.CN([C:50]([O:54]N1N=NC2C=CC=CC1=2)=[N+](C)C)C.[B-](F)(F)(F)F.[CH:69]1C=CC2N(O)N=NC=2C=1. The catalyst is CN(C=O)C. The product is [N:37]1([C:40]2[CH:46]=[CH:45][C:43]([NH:12][C:13]([C:15]3[O:16][C:17]4[C:22]([C:23](=[O:25])[CH:24]=3)=[CH:21][C:20]([O:54][CH3:50])=[CH:19][C:18]=4[N:26]3[CH2:31][CH2:69][CH2:30][N:29]([CH3:32])[CH2:28][CH2:27]3)=[O:14])=[CH:42][CH:41]=2)[CH2:38][CH2:39][O:34][CH2:35][CH2:36]1. The yield is 0.790.